Dataset: Catalyst prediction with 721,799 reactions and 888 catalyst types from USPTO. Task: Predict which catalyst facilitates the given reaction. (1) Reactant: [F:1][C:2]1[CH:7]=[CH:6][CH:5]=[C:4]([F:8])[C:3]=1[C:9]1[CH:10]=[C:11]2[C:15](=[CH:16][CH:17]=1)[N:14](C1CCCCO1)[N:13]=[C:12]2[C:24]1[N:29]=[C:28]([O:30][C@H:31]2[CH2:38][N:37](C(OC(C)(C)C)=O)[CH2:36][CH2:35][C:32]32[CH2:34][CH2:33]3)[CH:27]=[N:26][CH:25]=1.[C:46]([OH:52])([C:48]([F:51])([F:50])[F:49])=[O:47]. Product: [CH2:34]1[C:32]2([CH2:35][CH2:36][NH:37][CH2:38][C@@H:31]2[O:30][C:28]2[N:29]=[C:24]([C:12]3[C:11]4[C:15](=[CH:16][CH:17]=[C:9]([C:3]5[C:4]([F:8])=[CH:5][CH:6]=[CH:7][C:2]=5[F:1])[CH:10]=4)[NH:14][N:13]=3)[CH:25]=[N:26][CH:27]=2)[CH2:33]1.[C:46]([OH:52])([C:48]([F:51])([F:50])[F:49])=[O:47]. The catalyst class is: 2. (2) Reactant: [CH3:1][O:2][C:3]1[CH:4]=[C:5]([S:12][CH2:13][CH2:14][OH:15])[CH:6]=[C:7]([N+:9]([O-:11])=[O:10])[CH:8]=1.[H-].[Na+].Br[CH2:19][CH2:20][O:21][CH2:22][CH2:23][O:24][CH3:25].[I-].[Na+]. Product: [CH3:1][O:2][C:3]1[CH:4]=[C:5]([S:12][CH2:13][CH2:14][O:15][CH2:19][CH2:20][O:21][CH2:22][CH2:23][O:24][CH3:25])[CH:6]=[C:7]([N+:9]([O-:11])=[O:10])[CH:8]=1. The catalyst class is: 3.